From a dataset of Reaction yield outcomes from USPTO patents with 853,638 reactions. Predict the reaction yield, written as a fraction of the theoretical maximum amount of product (1.0 means a 100% yield; for example, 0.34 means a 34% yield). (1) The reactants are [CH3:1][C:2]1([CH3:8])[CH2:4][CH:3]1[C:5](O)=[O:6].O=C1N(P(Cl)(N2CCOC2=O)=O)CCO1.C(N(CC)CC)C.[Br:31][C:32]1[C:33]([F:42])=[C:34]2[C:40]([NH2:41])=[CH:39][NH:38][C:35]2=[N:36][CH:37]=1.C([O-])([O-])=O.[Na+].[Na+]. The catalyst is C(Cl)Cl. The product is [Br:31][C:32]1[C:33]([F:42])=[C:34]2[C:40]([NH:41][C:5]([CH:3]3[CH2:4][C:2]3([CH3:8])[CH3:1])=[O:6])=[CH:39][NH:38][C:35]2=[N:36][CH:37]=1. The yield is 0.474. (2) The reactants are [CH3:1][C:2]1[N:7]=[CH:6][C:5]([OH:8])=[CH:4][CH:3]=1.C([Li])CCC.[O:14]1[CH2:19][CH2:18][C:17](=[O:20])[CH2:16][CH2:15]1. The catalyst is O1CCCC1. The product is [OH:20][C:17]1([CH2:1][C:2]2[N:7]=[CH:6][C:5]([OH:8])=[CH:4][CH:3]=2)[CH2:18][CH2:19][O:14][CH2:15][CH2:16]1. The yield is 0.820. (3) The reactants are [Br:1]N1C(=O)CCC1=O.C(#N)C.[CH3:12][C:13]1([CH3:25])[CH2:17][C:16]2[C:18]([CH3:24])=[CH:19][C:20]([CH3:23])=[C:21]([CH3:22])[C:15]=2[O:14]1. The catalyst is O. The product is [Br:1][C:19]1[C:20]([CH3:23])=[C:21]([CH3:22])[C:15]2[O:14][C:13]([CH3:25])([CH3:12])[CH2:17][C:16]=2[C:18]=1[CH3:24]. The yield is 0.860. (4) The reactants are [N+:1]([C:4]1[CH:9]=[CH:8][C:7]([CH2:10][CH2:11][CH2:12][CH2:13][OH:14])=[CH:6][CH:5]=1)([O-])=O.[H][H]. The catalyst is CO.[Pd]. The product is [NH2:1][C:4]1[CH:5]=[CH:6][C:7]([CH2:10][CH2:11][CH2:12][CH2:13][OH:14])=[CH:8][CH:9]=1. The yield is 0.770. (5) The reactants are [Cl:1][C:2]1[CH:7]=[CH:6][C:5]([NH:8][C:9]([NH:11][C:12]2[CH:17]=[CH:16][C:15]([O:18][C:19]3[CH:24]=[CH:23][N:22]=[C:21]([C:25]#[N:26])[CH:20]=3)=[CH:14][CH:13]=2)=[O:10])=[CH:4][C:3]=1[C:27]([F:30])([F:29])[F:28].[CH2:31](N)[CH2:32][NH2:33].[S]. The catalyst is CN(C=O)C. The product is [Cl:1][C:2]1[CH:7]=[CH:6][C:5]([NH:8][C:9]([NH:11][C:12]2[CH:17]=[CH:16][C:15]([O:18][C:19]3[CH:24]=[CH:23][N:22]=[C:21]([C:25]4[NH:33][CH2:32][CH2:31][N:26]=4)[CH:20]=3)=[CH:14][CH:13]=2)=[O:10])=[CH:4][C:3]=1[C:27]([F:30])([F:28])[F:29]. The yield is 0.730.